This data is from NCI-60 drug combinations with 297,098 pairs across 59 cell lines. The task is: Regression. Given two drug SMILES strings and cell line genomic features, predict the synergy score measuring deviation from expected non-interaction effect. (1) Drug 1: C1CCC(C(C1)N)N.C(=O)(C(=O)[O-])[O-].[Pt+4]. Drug 2: C1C(C(OC1N2C=NC(=NC2=O)N)CO)O. Cell line: T-47D. Synergy scores: CSS=-1.01, Synergy_ZIP=-5.66, Synergy_Bliss=-11.3, Synergy_Loewe=-11.9, Synergy_HSA=-12.5. (2) Drug 1: C1=CC=C(C=C1)NC(=O)CCCCCCC(=O)NO. Drug 2: CC1=C(C(=CC=C1)Cl)NC(=O)C2=CN=C(S2)NC3=CC(=NC(=N3)C)N4CCN(CC4)CCO. Cell line: HCT116. Synergy scores: CSS=47.4, Synergy_ZIP=6.41, Synergy_Bliss=2.77, Synergy_Loewe=-16.3, Synergy_HSA=-0.0987. (3) Drug 2: C1=CC(=C2C(=C1NCCNCCO)C(=O)C3=C(C=CC(=C3C2=O)O)O)NCCNCCO. Cell line: SF-268. Drug 1: CC(C1=C(C=CC(=C1Cl)F)Cl)OC2=C(N=CC(=C2)C3=CN(N=C3)C4CCNCC4)N. Synergy scores: CSS=51.9, Synergy_ZIP=8.20, Synergy_Bliss=7.14, Synergy_Loewe=-9.26, Synergy_HSA=6.27. (4) Drug 1: C1=C(C(=O)NC(=O)N1)N(CCCl)CCCl. Drug 2: CN(CCCl)CCCl.Cl. Cell line: UACC-257. Synergy scores: CSS=-3.98, Synergy_ZIP=-1.91, Synergy_Bliss=-7.92, Synergy_Loewe=-12.2, Synergy_HSA=-11.3. (5) Drug 1: C1CCC(CC1)NC(=O)N(CCCl)N=O. Drug 2: CCC(=C(C1=CC=CC=C1)C2=CC=C(C=C2)OCCN(C)C)C3=CC=CC=C3.C(C(=O)O)C(CC(=O)O)(C(=O)O)O. Cell line: UO-31. Synergy scores: CSS=8.79, Synergy_ZIP=-4.56, Synergy_Bliss=-3.31, Synergy_Loewe=-0.442, Synergy_HSA=-0.353. (6) Drug 1: C1=CC=C(C(=C1)C(C2=CC=C(C=C2)Cl)C(Cl)Cl)Cl. Drug 2: C1=NC2=C(N=C(N=C2N1C3C(C(C(O3)CO)O)F)Cl)N. Cell line: SR. Synergy scores: CSS=-0.932, Synergy_ZIP=4.41, Synergy_Bliss=-1.76, Synergy_Loewe=-4.70, Synergy_HSA=-4.95. (7) Drug 1: C1C(C(OC1N2C=NC3=C(N=C(N=C32)Cl)N)CO)O. Drug 2: CC1CCC2CC(C(=CC=CC=CC(CC(C(=O)C(C(C(=CC(C(=O)CC(OC(=O)C3CCCCN3C(=O)C(=O)C1(O2)O)C(C)CC4CCC(C(C4)OC)OCCO)C)C)O)OC)C)C)C)OC. Cell line: HOP-92. Synergy scores: CSS=17.3, Synergy_ZIP=-5.27, Synergy_Bliss=0.753, Synergy_Loewe=-6.78, Synergy_HSA=-0.582.